Regression. Given a peptide amino acid sequence and an MHC pseudo amino acid sequence, predict their binding affinity value. This is MHC class II binding data. From a dataset of Peptide-MHC class II binding affinity with 134,281 pairs from IEDB. (1) The peptide sequence is CGMFTNRSGSQQ. The MHC is HLA-DPA10103-DPB10401 with pseudo-sequence HLA-DPA10103-DPB10401. The binding affinity (normalized) is 0. (2) The peptide sequence is LVKYEGDTMAEVELR. The MHC is HLA-DQA10501-DQB10301 with pseudo-sequence HLA-DQA10501-DQB10301. The binding affinity (normalized) is 0.447. (3) The peptide sequence is RMGERQLQKIERWFV. The MHC is HLA-DQA10201-DQB10402 with pseudo-sequence HLA-DQA10201-DQB10402. The binding affinity (normalized) is 0. (4) The peptide sequence is DCIMTSYQYLIIQNT. The MHC is DRB1_0404 with pseudo-sequence DRB1_0404. The binding affinity (normalized) is 0.619. (5) The peptide sequence is VVMTSLALVGAALHP. The MHC is DRB1_1101 with pseudo-sequence DRB1_1101. The binding affinity (normalized) is 0.185. (6) The peptide sequence is RNGEVIGLYGNGILV. The MHC is DRB4_0103 with pseudo-sequence DRB4_0103. The binding affinity (normalized) is 0.453. (7) The peptide sequence is LKQATTAPCAVMDIT. The MHC is DRB1_1302 with pseudo-sequence DRB1_1302. The binding affinity (normalized) is 0.